This data is from Forward reaction prediction with 1.9M reactions from USPTO patents (1976-2016). The task is: Predict the product of the given reaction. Given the reactants [N:1]1[CH:6]=[CH:5][C:4]([C:7]2[CH2:8][C:9]([C:12]([OH:14])=O)=[N:10][N:11]=2)=[CH:3][CH:2]=1.CC[N:17](C(C)C)C(C)C.CCN=C=NCCCN(C)C.C1C=CC2N(O)N=NC=2C=1.Cl.[Cl:46][C:47]1[CH:48]=[C:49]([C:54]2[O:58][C:57](CCN)=[CH:56][CH:55]=2)[CH:50]=[CH:51][C:52]=1[Cl:53], predict the reaction product. The product is: [Cl:46][C:47]1[CH:48]=[C:49]([C:54]2[O:58][C:57]([N:11]3[CH:7]([C:4]4[CH:3]=[CH:2][N:1]=[CH:6][CH:5]=4)[CH:8]=[C:9]([C:12]([NH2:17])=[O:14])[NH:10]3)=[CH:56][CH:55]=2)[CH:50]=[CH:51][C:52]=1[Cl:53].